This data is from Catalyst prediction with 721,799 reactions and 888 catalyst types from USPTO. The task is: Predict which catalyst facilitates the given reaction. (1) Reactant: C(OC([N:8]1[CH2:12][CH2:11][CH2:10][C:9]1([CH2:14][OH:15])[CH3:13])=O)(C)(C)C.O[C:17]1[CH:26]=[CH:25][C:20]([C:21]([O:23][CH3:24])=[O:22])=[CH:19][C:18]=1[N+:27]([O-:29])=[O:28].C1C=CC(P(C2C=CC=CC=2)C2C=CC=CC=2)=CC=1.CC(OC(/N=N/C(OC(C)C)=O)=O)C. Product: [N+:27]([C:18]1[CH:19]=[C:20]([CH:25]=[CH:26][C:17]=1[O:15][CH2:14][C:9]1([CH3:13])[CH2:10][CH2:11][CH2:12][NH:8]1)[C:21]([O:23][CH3:24])=[O:22])([O-:29])=[O:28]. The catalyst class is: 1. (2) Reactant: FC(F)(F)S([O-])(=O)=O.[Br:9][C:10]1[CH:11]=[C:12]2[C:17](=[CH:18][CH:19]=1)[NH:16][C:15](=[O:20])[C:14]([I+]C1C=CC=CC=1)=[C:13]2[OH:28].[NH2:29][C:30]1[CH:35]=[CH:34][CH:33]=[CH:32][CH:31]=1. Product: [Br:9][C:10]1[CH:11]=[C:12]2[C:17](=[CH:18][CH:19]=1)[NH:16][C:15](=[O:20])[C:14]([NH:29][C:30]1[CH:35]=[CH:34][CH:33]=[CH:32][CH:31]=1)=[C:13]2[OH:28]. The catalyst class is: 2.